This data is from Full USPTO retrosynthesis dataset with 1.9M reactions from patents (1976-2016). The task is: Predict the reactants needed to synthesize the given product. (1) Given the product [C:14]([O:13][C:11]([NH:10][C:8]1[CH:7]=[C:6]([B:19]2[O:23][C:22]([CH3:25])([CH3:24])[C:21]([CH3:27])([CH3:26])[O:20]2)[CH:5]=[C:4]([N+:1]([O-:3])=[O:2])[CH:9]=1)=[O:12])([CH3:17])([CH3:16])[CH3:15], predict the reactants needed to synthesize it. The reactants are: [N+:1]([C:4]1[CH:5]=[C:6](Br)[CH:7]=[C:8]([NH:10][C:11]([O:13][C:14]([CH3:17])([CH3:16])[CH3:15])=[O:12])[CH:9]=1)([O-:3])=[O:2].[B:19]1([B:19]2[O:23][C:22]([CH3:25])([CH3:24])[C:21]([CH3:27])([CH3:26])[O:20]2)[O:23][C:22]([CH3:25])([CH3:24])[C:21]([CH3:27])([CH3:26])[O:20]1.CC([O-])=O.[K+]. (2) Given the product [Br:1][C:2]1[CH:3]=[CH:4][C:5]2[CH:11]3[CH2:12][CH:9]([CH2:10]3)[N:8]3[C:13]([CH:21]=[O:22])=[C:14]([C:16]([O:18][CH3:19])=[O:17])[N:15]=[C:7]3[C:6]=2[CH:20]=1, predict the reactants needed to synthesize it. The reactants are: [Br:1][C:2]1[CH:3]=[CH:4][C:5]2[CH:11]3[CH2:12][CH:9]([CH2:10]3)[N:8]3[CH:13]=[C:14]([C:16]([O:18][CH3:19])=[O:17])[N:15]=[C:7]3[C:6]=2[CH:20]=1.[CH:21](OCC)=[O:22]. (3) Given the product [C:22]([N:39]1[CH2:40][CH2:41][CH2:42][CH2:43][CH2:47]1)([O:24][CH2:25][CH:26]1[C:27]2[C:32](=[CH:31][CH:30]=[CH:29][CH:28]=2)[C:33]2[C:38]1=[CH:37][CH:36]=[CH:35][CH:34]=2)=[O:23], predict the reactants needed to synthesize it. The reactants are: C1C=CC(C(Cl)(C2C(Cl)=CC=CC=2)C2C=CC=CC=2)=CC=1.[C:22]([N:39]([CH2:47]COCCO)[CH2:40][C:41]1C=CC=[CH:43][CH:42]=1)([O:24][CH2:25][CH:26]1[C:38]2[C:33](=[CH:34][CH:35]=[CH:36][CH:37]=2)[C:32]2[C:27]1=[CH:28][CH:29]=[CH:30][CH:31]=2)=[O:23].N1C=CC=CC=1.CO. (4) Given the product [CH3:1][O:2][CH2:3][C@@H:4]1[CH2:8][CH2:7][CH2:6][N:5]1[S:9]([C:12]1[CH:13]=[C:14]2[C:18](=[CH:19][CH:20]=1)[NH:17][C:16](=[O:21])[C:15]12[O:26][CH2:25][CH2:24][CH2:23][O:22]1)(=[O:11])=[O:10], predict the reactants needed to synthesize it. The reactants are: [CH3:1][O:2][CH2:3][C@@H:4]1[CH2:8][CH2:7][CH2:6][N:5]1[S:9]([C:12]1[CH:13]=[C:14]2[C:18](=[CH:19][CH:20]=1)[NH:17][C:16](=[O:21])[C:15]2=[O:22])(=[O:11])=[O:10].[CH2:23](O)[CH2:24][CH2:25][OH:26].C1(C)C=CC(S(O)(=O)=O)=CC=1. (5) Given the product [NH2:11][C:2]1[N:7]=[N:6][C:5]([C:8](=[O:10])[CH3:9])=[CH:4][CH:3]=1, predict the reactants needed to synthesize it. The reactants are: Cl[C:2]1[N:7]=[N:6][C:5]([C:8](=[O:10])[CH3:9])=[CH:4][CH:3]=1.[NH3:11]. (6) Given the product [C:1]([O:5][C:6]([NH:8][C@@H:9]1[C@@H:14]([O:15][Si:35]([C:32]([CH3:34])([CH3:33])[CH3:31])([CH3:37])[CH3:36])[CH2:13][CH2:12][N:11]([C:16]([O:18][CH2:19][C:20]2[CH:25]=[CH:24][CH:23]=[CH:22][CH:21]=2)=[O:17])[CH2:10]1)=[O:7])([CH3:4])([CH3:2])[CH3:3], predict the reactants needed to synthesize it. The reactants are: [C:1]([O:5][C:6]([NH:8][C@@H:9]1[CH:14]([OH:15])[CH2:13][CH2:12][N:11]([C:16]([O:18][CH2:19][C:20]2[CH:25]=[CH:24][CH:23]=[CH:22][CH:21]=2)=[O:17])[CH2:10]1)=[O:7])([CH3:4])([CH3:3])[CH3:2].N1C=CN=C1.[CH3:31][C:32]([Si:35](Cl)([CH3:37])[CH3:36])([CH3:34])[CH3:33].